This data is from NCI-60 drug combinations with 297,098 pairs across 59 cell lines. The task is: Regression. Given two drug SMILES strings and cell line genomic features, predict the synergy score measuring deviation from expected non-interaction effect. (1) Drug 1: CC12CCC3C(C1CCC2=O)CC(=C)C4=CC(=O)C=CC34C. Drug 2: CC(C)CN1C=NC2=C1C3=CC=CC=C3N=C2N. Cell line: CAKI-1. Synergy scores: CSS=15.9, Synergy_ZIP=-1.47, Synergy_Bliss=-3.57, Synergy_Loewe=-3.23, Synergy_HSA=-3.12. (2) Drug 1: CC1=C(C(CCC1)(C)C)C=CC(=CC=CC(=CC(=O)O)C)C. Drug 2: C1CC(=O)NC(=O)C1N2C(=O)C3=CC=CC=C3C2=O. Cell line: CAKI-1. Synergy scores: CSS=12.6, Synergy_ZIP=0.838, Synergy_Bliss=4.35, Synergy_Loewe=-1.96, Synergy_HSA=2.98.